The task is: Predict which catalyst facilitates the given reaction.. This data is from Catalyst prediction with 721,799 reactions and 888 catalyst types from USPTO. (1) Product: [C:1]([C:4]1[CH:5]=[CH:6][C:7]([N:10]2[C:11](=[O:12])[NH:13][NH:14][C:15]2=[O:17])=[CH:8][CH:9]=1)(=[O:3])[CH3:2]. The catalyst class is: 5. Reactant: [C:1]([C:4]1[CH:9]=[CH:8][C:7]([NH:10][C:11]([NH:13][NH:14][C:15]([O:17]CC)=O)=[O:12])=[CH:6][CH:5]=1)(=[O:3])[CH3:2].C([O-])([O-])=O.[K+].[K+].Cl.O1CCOCC1. (2) Reactant: [NH:1]([C:8](=[O:42])[CH:9]([C:19]1[CH:41]=[CH:40][C:22]([C:23]([NH:25][C:26]2[CH:31]=[CH:30][CH:29]=[CH:28][C:27]=2[NH:32][C:33](=[O:39])[O:34][C:35]([CH3:38])([CH3:37])[CH3:36])=[O:24])=[CH:21][CH:20]=1)[C:10]([NH:12][C:13]1[CH:18]=[CH:17][CH:16]=[CH:15][CH:14]=1)=[O:11])[C:2]1[CH:7]=[CH:6][CH:5]=[CH:4][CH:3]=1.CC(C)([O-])C.[K+].[B-](F)(F)(F)[F:50].[B-](F)(F)(F)F.C1[N+]2(CCl)CC[N+](F)(CC2)C1. Product: [NH:1]([C:8](=[O:42])[C:9]([C:19]1[CH:41]=[CH:40][C:22]([C:23]([NH:25][C:26]2[CH:31]=[CH:30][CH:29]=[CH:28][C:27]=2[NH:32][C:33](=[O:39])[O:34][C:35]([CH3:36])([CH3:37])[CH3:38])=[O:24])=[CH:21][CH:20]=1)([C:10]([NH:12][C:13]1[CH:14]=[CH:15][CH:16]=[CH:17][CH:18]=1)=[O:11])[F:50])[C:2]1[CH:7]=[CH:6][CH:5]=[CH:4][CH:3]=1. The catalyst class is: 56. (3) Reactant: [OH:1][C:2]1[CH:3]=[C:4]([C:9]2[CH:10]=[C:11]([CH:14]=[CH:15][CH:16]=2)[C:12]#[N:13])[CH:5]=[N:6][C:7]=1[OH:8].CN(C=O)C.[N-:22]=[N+:23]=[N-:24].[Na+]. Product: [NH:22]1[C:12]([C:11]2[CH:10]=[C:9]([C:4]3[CH:3]=[C:2]([OH:1])[C:7](=[O:8])[NH:6][CH:5]=3)[CH:16]=[CH:15][CH:14]=2)=[N:13][N:24]=[N:23]1. The catalyst class is: 52. (4) Reactant: [CH3:1][C:2]1[CH:7]=[C:6]([CH3:8])[N:5]=[CH:4][C:3]=1[CH2:9][NH:10][C:11]1[N:19]=[C:18]([F:20])[N:17]=[C:16]2[C:12]=1[N:13]=[CH:14][NH:15]2.C([O-])([O-])=O.[K+].[K+].Br[CH:28]([CH3:30])[CH3:29].C(Cl)(Cl)Cl. Product: [CH3:1][C:2]1[CH:7]=[C:6]([CH3:8])[N:5]=[CH:4][C:3]=1[CH2:9][NH:10][C:11]1[N:19]=[C:18]([F:20])[N:17]=[C:16]2[C:12]=1[N:13]=[CH:14][N:15]2[CH:28]([CH3:30])[CH3:29]. The catalyst class is: 121. (5) Reactant: [C:1]([C:4]1[CH:8]=[C:7]([C:9]([O:11][CH2:12][CH3:13])=[O:10])[NH:6][N:5]=1)(=[O:3])[CH3:2].[C:14](=O)([O-])[O-].[K+].[K+].IC. Product: [C:1]([C:4]1[CH:8]=[C:7]([C:9]([O:11][CH2:12][CH3:13])=[O:10])[N:6]([CH3:14])[N:5]=1)(=[O:3])[CH3:2]. The catalyst class is: 42. (6) Reactant: [Br:1][C:2]1[CH:3]=[C:4]([N+:11]([O-])=O)[C:5]([C:8]([NH2:10])=[O:9])=[N:6][CH:7]=1.[Cl-].[NH4+]. Product: [NH2:11][C:4]1[C:5]([C:8]([NH2:10])=[O:9])=[N:6][CH:7]=[C:2]([Br:1])[CH:3]=1. The catalyst class is: 406. (7) Reactant: [Cl:1][C:2]1[CH:9]=[CH:8][CH:7]=[C:6]([CH3:10])[C:3]=1[CH2:4][NH2:5].[S:11]1[CH2:17][C:15](=[O:16])[NH:14][C:12]1=S.CCN(C(C)C)C(C)C. Product: [Cl:1][C:2]1[CH:9]=[CH:8][CH:7]=[C:6]([CH3:10])[C:3]=1[CH2:4][NH:5][C:12]1[S:11][CH2:17][C:15](=[O:16])[N:14]=1. The catalyst class is: 10. (8) Reactant: [CH3:1][C:2]1[N:3]=[C:4]2[C:9]([NH:10][CH:11]3[C:20]4[C:15](=[CH:16][CH:17]=[CH:18][C:19]=4[CH3:21])[O:14][CH2:13][CH2:12]3)=[CH:8][C:7]([C:22](O)=[O:23])=[CH:6][N:5]2[CH:25]=1.[NH:26]1[CH2:31][CH2:30][O:29][CH2:28][CH2:27]1.O.ON1C2C=CC=CC=2N=N1.Cl.CN(C)CCCN=C=NCC. Product: [CH3:1][C:2]1[N:3]=[C:4]2[C:9]([NH:10][CH:11]3[C:20]4[C:15](=[CH:16][CH:17]=[CH:18][C:19]=4[CH3:21])[O:14][CH2:13][CH2:12]3)=[CH:8][C:7]([C:22]([N:26]3[CH2:31][CH2:30][O:29][CH2:28][CH2:27]3)=[O:23])=[CH:6][N:5]2[CH:25]=1. The catalyst class is: 4.